This data is from Full USPTO retrosynthesis dataset with 1.9M reactions from patents (1976-2016). The task is: Predict the reactants needed to synthesize the given product. (1) Given the product [Cl:1][C:2]1[CH:7]=[CH:6][CH:5]=[CH:4][C:3]=1[N:8]1[C:12]2[CH:13]=[CH:14][CH:15]=[CH:16][C:11]=2[N:10]([CH2:17][CH2:18][N:19]2[CH2:24][CH2:23][NH:22][CH2:21][CH2:20]2)[S:9]1(=[O:32])=[O:33], predict the reactants needed to synthesize it. The reactants are: [Cl:1][C:2]1[CH:7]=[CH:6][CH:5]=[CH:4][C:3]=1[N:8]1[C:12]2[CH:13]=[CH:14][CH:15]=[CH:16][C:11]=2[N:10]([CH2:17][CH2:18][N:19]2[CH2:24][CH2:23][N:22](C(OC(C)(C)C)=O)[CH2:21][CH2:20]2)[S:9]1(=[O:33])=[O:32].Cl. (2) Given the product [CH2:22]([C@H:10]1[CH2:9][NH:8][CH2:12][C@@H:11]1[CH2:13][N:14]([CH2:30][C:31]1[CH:40]=[C:39]2[C:34]([CH:35]=[CH:36][C:37]([C:41]#[N:42])=[CH:38]2)=[CH:33][CH:32]=1)[C:15]1[CH:20]=[CH:19][C:18]([Cl:21])=[CH:17][CH:16]=1)[C:23]1[CH:24]=[CH:25][CH:26]=[CH:27][CH:28]=1, predict the reactants needed to synthesize it. The reactants are: C(OC([N:8]1[CH2:12][C@H:11]([CH2:13][NH:14][C:15]2[CH:20]=[CH:19][C:18]([Cl:21])=[CH:17][CH:16]=2)[C@@H:10]([CH2:22][C:23]2[CH:28]=[CH:27][CH:26]=[CH:25][CH:24]=2)[CH2:9]1)=O)(C)(C)C.Br[CH2:30][C:31]1[CH:40]=[C:39]2[C:34]([CH:35]=[CH:36][C:37]([C:41]#[N:42])=[CH:38]2)=[CH:33][CH:32]=1.CC#N.O.CC#N. (3) Given the product [CH3:1][N:2]([C:4]([C:5]1[CH:10]=[CH:9][CH:8]=[CH:7][CH:6]=1)=[S:11])[NH:3][S:13]([CH2:16][C:17]([NH:3][N:2]([CH3:1])[C:4]([C:5]1[CH:6]=[CH:7][CH:8]=[CH:9][CH:10]=1)=[S:11])=[O:18])(=[O:15])=[O:14], predict the reactants needed to synthesize it. The reactants are: [CH3:1][N:2]([C:4](=[S:11])[C:5]1[CH:10]=[CH:9][CH:8]=[CH:7][CH:6]=1)[NH2:3].Cl[S:13]([CH2:16][C:17](Cl)=[O:18])(=[O:15])=[O:14].O. (4) Given the product [C:33]([C:30]1[CH:31]=[CH:32][C:27]([C:24]2[CH:23]=[CH:22][C:21]([CH2:20][C@H:19]([NH:18][C:16]([C@H:13]3[CH2:12][CH2:11][C@H:10]([CH2:9][NH:8][C:6](=[O:7])[O:5][C:1]([CH3:2])([CH3:4])[CH3:3])[CH2:15][CH2:14]3)=[O:17])[C:37](=[O:50])[NH:38][C:39]3[CH:40]=[CH:41][C:42]([C:45]4[N:49]=[N:48][NH:47][N:46]=4)=[CH:43][CH:44]=3)=[CH:26][CH:25]=2)=[C:28]([CH3:36])[CH:29]=1)(=[O:35])[NH2:59], predict the reactants needed to synthesize it. The reactants are: [C:1]([O:5][C:6]([NH:8][CH2:9][C@H:10]1[CH2:15][CH2:14][C@H:13]([C:16]([NH:18][C@H:19]([C:37](=[O:50])[NH:38][C:39]2[CH:44]=[CH:43][C:42]([C:45]3[N:46]=[N:47][NH:48][N:49]=3)=[CH:41][CH:40]=2)[CH2:20][C:21]2[CH:26]=[CH:25][C:24]([C:27]3[CH:32]=[CH:31][C:30]([C:33]([OH:35])=O)=[CH:29][C:28]=3[CH3:36])=[CH:23][CH:22]=2)=[O:17])[CH2:12][CH2:11]1)=[O:7])([CH3:4])([CH3:3])[CH3:2].F[P-](F)(F)(F)(F)F.C[N:59](C(ON1C2=NC=CC=C2N=N1)=[N+](C)C)C.C(N(CC)C(C)C)(C)C.N. (5) Given the product [Cl:15][C:7]1[CH:6]=[C:5]([N:2]([CH3:3])[CH3:1])[C:10]([C:11]([O:13][CH3:14])=[O:12])=[CH:9][N:8]=1, predict the reactants needed to synthesize it. The reactants are: [CH3:1][NH:2][CH3:3].Cl[C:5]1[C:10]([C:11]([O:13][CH3:14])=[O:12])=[CH:9][N:8]=[C:7]([Cl:15])[CH:6]=1. (6) Given the product [CH3:1][O:2][C:3]1[CH:4]=[C:5]([S:9][CH2:10][CH2:11][NH:12][C:14](=[O:15])[O:16][CH2:17][C:18]2[CH:23]=[CH:22][CH:21]=[CH:20][CH:19]=2)[CH:6]=[CH:7][CH:8]=1, predict the reactants needed to synthesize it. The reactants are: [CH3:1][O:2][C:3]1[CH:4]=[C:5]([S:9][CH2:10][CH2:11][NH2:12])[CH:6]=[CH:7][CH:8]=1.Cl[C:14]([O:16][CH2:17][C:18]1[CH:23]=[CH:22][CH:21]=[CH:20][CH:19]=1)=[O:15].C(N(CC)CC)C. (7) Given the product [CH3:1][O:2][C:3](=[O:44])[C@@H:4]([NH:25][C:26](=[O:43])[C:27]1[CH:28]=[CH:29][C:30]([C:33]#[C:34][C:35]2[CH:36]=[CH:37][C:38]([CH2:41][NH:42][S:55]([CH3:54])(=[O:57])=[O:56])=[CH:39][CH:40]=2)=[CH:31][CH:32]=1)[C@H:5]([NH:7][C:8]([O:10][CH2:11][CH:12]1[C:24]2[CH:23]=[CH:22][CH:21]=[CH:20][C:19]=2[C:18]2[C:13]1=[CH:14][CH:15]=[CH:16][CH:17]=2)=[O:9])[CH3:6], predict the reactants needed to synthesize it. The reactants are: [CH3:1][O:2][C:3](=[O:44])[C@@H:4]([NH:25][C:26](=[O:43])[C:27]1[CH:32]=[CH:31][C:30]([C:33]#[C:34][C:35]2[CH:40]=[CH:39][C:38]([CH2:41][NH2:42])=[CH:37][CH:36]=2)=[CH:29][CH:28]=1)[C@H:5]([NH:7][C:8]([O:10][CH2:11][CH:12]1[C:24]2[CH:23]=[CH:22][CH:21]=[CH:20][C:19]=2[C:18]2[C:13]1=[CH:14][CH:15]=[CH:16][CH:17]=2)=[O:9])[CH3:6].CCN(C(C)C)C(C)C.[CH3:54][S:55](Cl)(=[O:57])=[O:56].